Dataset: Reaction yield outcomes from USPTO patents with 853,638 reactions. Task: Predict the reaction yield, written as a fraction of the theoretical maximum amount of product (1.0 means a 100% yield; for example, 0.34 means a 34% yield). The yield is 0.670. The product is [CH3:7][O:8][C:9]([C:10]1[C:11]2[O:19][CH2:29][CH2:28][CH2:27][N:16]([CH:17]=[O:18])[C:12]=2[CH:13]=[CH:14][CH:15]=1)=[O:20]. The reactants are C(=O)([O-])[O-].[K+].[K+].[CH3:7][O:8][C:9](=[O:20])[C:10]1[CH:15]=[CH:14][CH:13]=[C:12]([NH:16][CH:17]=[O:18])[C:11]=1[OH:19].CN(C=O)C.Br[CH2:27][CH2:28][CH2:29]Cl. The catalyst is O.C(OCC)(=O)C.